Dataset: Forward reaction prediction with 1.9M reactions from USPTO patents (1976-2016). Task: Predict the product of the given reaction. (1) Given the reactants [NH2:1][C:2]1[CH:10]=[CH:9][CH:8]=[C:7]2[C:3]=1[C:4](=[O:28])[N:5]([CH:12]([C:17]1[CH:22]=[CH:21][C:20]([O:23][CH3:24])=[C:19]([O:25][CH2:26][CH3:27])[CH:18]=1)[CH2:13][CH:14]([OH:16])[CH3:15])[C:6]2=[O:11].[Cr](Cl)([O-])(=O)=O.[NH+]1C=CC=CC=1, predict the reaction product. The product is: [NH2:1][C:2]1[CH:10]=[CH:9][CH:8]=[C:7]2[C:3]=1[C:4](=[O:28])[N:5]([CH:12]([C:17]1[CH:22]=[CH:21][C:20]([O:23][CH3:24])=[C:19]([O:25][CH2:26][CH3:27])[CH:18]=1)[CH2:13][C:14](=[O:16])[CH3:15])[C:6]2=[O:11]. (2) Given the reactants Br[C:2]1[N:3]=[C:4]([O:7][CH:8]2[CH2:13][CH2:12][N:11]([C:14]([O:16][C:17]([CH3:20])([CH3:19])[CH3:18])=[O:15])[CH2:10][CH2:9]2)[S:5][CH:6]=1.[NH:21]1[C:29]2[C:24](=[CH:25][C:26]([NH:30]C(=O)OC(C)(C)C)=[CH:27][CH:28]=2)[CH:23]=[CH:22]1, predict the reaction product. The product is: [NH2:30][C:26]1[CH:25]=[C:24]2[C:29](=[CH:28][CH:27]=1)[N:21]([C:2]1[N:3]=[C:4]([O:7][CH:8]3[CH2:13][CH2:12][N:11]([C:14]([O:16][C:17]([CH3:20])([CH3:19])[CH3:18])=[O:15])[CH2:10][CH2:9]3)[S:5][CH:6]=1)[CH:22]=[CH:23]2. (3) Given the reactants [Cl:1][C:2]1[CH:3]=[C:4]2[C:8](=[CH:9][CH:10]=1)[N:7]([CH2:11][CH2:12][C:13]([O:15]CC)=[O:14])[C:6]([CH2:18][N:19]1[C:23]3=[CH:24][N:25]=[CH:26][CH:27]=[C:22]3[C:21]3([CH2:29][CH2:28]3)[C:20]1=[O:30])=[CH:5]2.[OH-].[Li+].Cl, predict the reaction product. The product is: [Cl:1][C:2]1[CH:3]=[C:4]2[C:8](=[CH:9][CH:10]=1)[N:7]([CH2:11][CH2:12][C:13]([OH:15])=[O:14])[C:6]([CH2:18][N:19]1[C:23]3=[CH:24][N:25]=[CH:26][CH:27]=[C:22]3[C:21]3([CH2:29][CH2:28]3)[C:20]1=[O:30])=[CH:5]2. (4) Given the reactants [Cl-].[CH3:2][S:3]([C:6]1[CH:11]=[CH:10][CH:9]=[CH:8][C:7]=1[CH2:12][NH3+:13])(=[O:5])=[O:4].[Cl:14][C:15]1[CH:20]=[CH:19][CH:18]=[CH:17][C:16]=1[CH2:21][N:22]1[C:27](=[O:28])[C:26]([C:29]([NH:31][CH2:32][C:33]([O:35]CC)=[O:34])=[O:30])=[C:25]([OH:38])[C:24]([C:39](OC)=[O:40])=[C:23]1[OH:43].C(N(C(C)C)CC)(C)C, predict the reaction product. The product is: [Cl:14][C:15]1[CH:20]=[CH:19][CH:18]=[CH:17][C:16]=1[CH2:21][N:22]1[C:23]([OH:43])=[C:24]([C:39]([NH:13][CH2:12][C:7]2[CH:8]=[CH:9][CH:10]=[CH:11][C:6]=2[S:3]([CH3:2])(=[O:4])=[O:5])=[O:40])[C:25]([OH:38])=[C:26]([C:29]([NH:31][CH2:32][C:33]([OH:35])=[O:34])=[O:30])[C:27]1=[O:28]. (5) Given the reactants [F:1][C:2]1([F:32])[CH2:4][CH:3]1[CH2:5][O:6][C:7]1[CH:31]=[CH:30][C:10]([C:11]([NH:13][CH:14]([CH2:18][C:19]2[CH:24]=[CH:23][C:22]([O:25][C:26]([F:29])([F:28])[F:27])=[CH:21][CH:20]=2)[C:15](O)=[O:16])=[O:12])=[CH:9][CH:8]=1.[NH2:33][CH2:34][CH2:35][OH:36], predict the reaction product. The product is: [F:32][C:2]1([F:1])[CH2:4][CH:3]1[CH2:5][O:6][C:7]1[CH:8]=[CH:9][C:10]([C:11]([NH:13][CH:14]([CH2:18][C:19]2[CH:24]=[CH:23][C:22]([O:25][C:26]([F:29])([F:27])[F:28])=[CH:21][CH:20]=2)[C:15]([NH:33][CH2:34][CH2:35][OH:36])=[O:16])=[O:12])=[CH:30][CH:31]=1. (6) Given the reactants Cl.[NH2:2][C@H:3]1[CH2:8][CH2:7][C@H:6]([C:9]([OH:11])=[O:10])[CH2:5][CH2:4]1.[Br:12][C:13]1[CH:14]=[CH:15][C:16](F)=[N:17][CH:18]=1.C(=O)([O-])[O-].[K+].[K+].CCN(C(C)C)C(C)C, predict the reaction product. The product is: [Br:12][C:13]1[CH:14]=[CH:15][C:16]([NH:2][C@H:3]2[CH2:8][CH2:7][C@H:6]([C:9]([OH:11])=[O:10])[CH2:5][CH2:4]2)=[N:17][CH:18]=1. (7) Given the reactants C1C2C(COC(=O)[NH:17][C@@H:18]([O:28][C:29]([CH3:32])([CH3:31])[CH3:30])[C:19]([N:21]([CH3:27])[CH2:22][CH2:23][CH:24]([CH3:26])[CH3:25])=[O:20])C3C(=CC=CC=3)C=2C=CC=1.CN(C=O)C, predict the reaction product. The product is: [NH2:17][C@@H:18]([O:28][C:29]([CH3:31])([CH3:30])[CH3:32])[C:19]([N:21]([CH3:27])[CH2:22][CH2:23][CH:24]([CH3:26])[CH3:25])=[O:20].